Dataset: Forward reaction prediction with 1.9M reactions from USPTO patents (1976-2016). Task: Predict the product of the given reaction. (1) Given the reactants [O:1]1CCO[CH:2]1[CH2:6][CH2:7][N:8]1[C:16](=[O:17])[C:15]2[C:10](=[CH:11][CH:12]=[CH:13][CH:14]=2)[C:9]1=[O:18].Cl, predict the reaction product. The product is: [O:18]=[C:9]1[C:10]2[C:15](=[CH:14][CH:13]=[CH:12][CH:11]=2)[C:16](=[O:17])[N:8]1[CH2:7][CH2:6][CH:2]=[O:1]. (2) Given the reactants [CH2:1]([O:5][C:6]1[C:18]([O:19][CH3:20])=[CH:17][CH:16]=[CH:15][C:7]=1[CH2:8][N:9]([CH3:14])[C:10](=[O:13])[CH:11]=[CH2:12])[CH:2]([CH3:4])[CH3:3].C(N(C(C)C)CC)(C)C.Br[C:31]1[CH:42]=[N:41][C:34]2[NH:35][C:36](=[O:40])[CH2:37][NH:38][CH2:39][C:33]=2[CH:32]=1.CC1C=CC=CC=1P(C1C=CC=CC=1C)C1C=CC=CC=1C, predict the reaction product. The product is: [CH2:1]([O:5][C:6]1[C:18]([O:19][CH3:20])=[CH:17][CH:16]=[CH:15][C:7]=1[CH2:8][N:9]([CH3:14])[C:10](=[O:13])/[CH:11]=[CH:12]/[C:31]1[CH:42]=[N:41][C:34]2[NH:35][C:36](=[O:40])[CH2:37][NH:38][CH2:39][C:33]=2[CH:32]=1)[CH:2]([CH3:3])[CH3:4]. (3) Given the reactants [Br:1][C:2]1[C:3]([Cl:11])=[CH:4][C:5]([O:9][CH3:10])=[C:6]([OH:8])[CH:7]=1.[CH3:12][O:13][CH2:14]OC, predict the reaction product. The product is: [Br:1][C:2]1[CH:7]=[C:6]([O:8][CH2:12][O:13][CH3:14])[C:5]([O:9][CH3:10])=[CH:4][C:3]=1[Cl:11]. (4) Given the reactants N[C:2]1[CH:10]=[CH:9][CH:8]=[C:7]([CH3:11])[C:3]=1[C:4]([OH:6])=[O:5].Br.N([O-])=O.[Na+].[OH-:17].[Na+], predict the reaction product. The product is: [CH3:11][C:7]1[C:3]2[C:4](=[O:5])[O:6][C:3]3[CH:7]=[CH:8][CH:9]=[CH:10][C:2]=3[O:17][C:2]=2[CH:10]=[CH:9][CH:8]=1. (5) The product is: [Br:10][C:11]1[CH:18]=[CH:17][C:14]([CH2:15][N:20]2[CH2:24][CH2:23][C@@H:22]([OH:25])[CH2:21]2)=[CH:13][CH:12]=1. Given the reactants C(N(C(C)C)CC)(C)C.[Br:10][C:11]1[CH:18]=[CH:17][C:14]([CH2:15]Br)=[CH:13][CH:12]=1.Cl.[NH:20]1[CH2:24][CH2:23][C@@H:22]([OH:25])[CH2:21]1, predict the reaction product. (6) The product is: [C:1]1([S:7]([C:10]2[CH:15]=[CH:14][C:13]([C:21]3[CH:20]=[C:19]([F:18])[CH:24]=[CH:23][C:22]=3[O:28][CH3:29])=[C:12]([Cl:17])[CH:11]=2)(=[O:9])=[O:8])[CH:6]=[CH:5][CH:4]=[CH:3][CH:2]=1. Given the reactants [C:1]1([S:7]([C:10]2[CH:15]=[CH:14][C:13](Br)=[C:12]([Cl:17])[CH:11]=2)(=[O:9])=[O:8])[CH:6]=[CH:5][CH:4]=[CH:3][CH:2]=1.[F:18][C:19]1[CH:20]=[CH:21][C:22]([O:28][CH3:29])=[C:23](B(O)O)[CH:24]=1, predict the reaction product.